From a dataset of Full USPTO retrosynthesis dataset with 1.9M reactions from patents (1976-2016). Predict the reactants needed to synthesize the given product. Given the product [Br:1][C:2]1[CH:7]=[CH:6][CH:5]=[CH:4][C:3]=1[C:8]1[N:9]=[CH:10][N:11]([C:13]([C:14]2[CH:19]=[CH:18][CH:17]=[CH:16][CH:15]=2)([C:26]2[CH:27]=[CH:28][CH:29]=[CH:30][CH:31]=2)[C:20]2[CH:21]=[CH:22][CH:23]=[CH:24][CH:25]=2)[CH:12]=1, predict the reactants needed to synthesize it. The reactants are: [Br:1][C:2]1[CH:7]=[CH:6][CH:5]=[CH:4][C:3]=1[C:8]1[N:9]=[CH:10][NH:11][CH:12]=1.[C:13](Cl)([C:26]1[CH:31]=[CH:30][CH:29]=[CH:28][CH:27]=1)([C:20]1[CH:25]=[CH:24][CH:23]=[CH:22][CH:21]=1)[C:14]1[CH:19]=[CH:18][CH:17]=[CH:16][CH:15]=1.